The task is: Regression. Given two drug SMILES strings and cell line genomic features, predict the synergy score measuring deviation from expected non-interaction effect.. This data is from NCI-60 drug combinations with 297,098 pairs across 59 cell lines. (1) Drug 1: C1=NC2=C(N1)C(=S)N=C(N2)N. Drug 2: CN(CC1=CN=C2C(=N1)C(=NC(=N2)N)N)C3=CC=C(C=C3)C(=O)NC(CCC(=O)O)C(=O)O. Cell line: MDA-MB-231. Synergy scores: CSS=15.8, Synergy_ZIP=6.05, Synergy_Bliss=7.92, Synergy_Loewe=0.157, Synergy_HSA=2.05. (2) Drug 1: C1=NC2=C(N1)C(=S)N=CN2. Drug 2: CN(C(=O)NC(C=O)C(C(C(CO)O)O)O)N=O. Cell line: M14. Synergy scores: CSS=51.0, Synergy_ZIP=-0.616, Synergy_Bliss=1.52, Synergy_Loewe=-57.6, Synergy_HSA=2.18. (3) Drug 1: CN1CCC(CC1)COC2=C(C=C3C(=C2)N=CN=C3NC4=C(C=C(C=C4)Br)F)OC. Drug 2: C1CC(=O)NC(=O)C1N2CC3=C(C2=O)C=CC=C3N. Cell line: SK-MEL-2. Synergy scores: CSS=-0.697, Synergy_ZIP=0.589, Synergy_Bliss=2.51, Synergy_Loewe=1.40, Synergy_HSA=0.557. (4) Drug 1: C1=CC(=CC=C1CCC2=CNC3=C2C(=O)NC(=N3)N)C(=O)NC(CCC(=O)O)C(=O)O. Drug 2: CS(=O)(=O)OCCCCOS(=O)(=O)C. Cell line: HCT-15. Synergy scores: CSS=36.3, Synergy_ZIP=1.44, Synergy_Bliss=1.88, Synergy_Loewe=-23.1, Synergy_HSA=-0.220.